The task is: Predict the product of the given reaction.. This data is from Forward reaction prediction with 1.9M reactions from USPTO patents (1976-2016). (1) Given the reactants [CH3:1][C:2]1[C:3]([N:10]2[CH2:14][CH2:13][C:12]3([CH2:19][CH2:18][NH:17][CH2:16][CH2:15]3)[CH2:11]2)=[N:4][CH:5]=[C:6]([CH:9]=1)[C:7]#[N:8].[CH3:20][C:21]1[C:29]([C@@H:30]2[CH2:32][O:31]2)=[CH:28][CH:27]=[C:26]2[C:22]=1[CH2:23][O:24][C:25]2=[O:33], predict the reaction product. The product is: [OH:31][C@H:30]([C:29]1[C:21]([CH3:20])=[C:22]2[C:26](=[CH:27][CH:28]=1)[C:25](=[O:33])[O:24][CH2:23]2)[CH2:32][N:17]1[CH2:18][CH2:19][C:12]2([CH2:11][N:10]([C:3]3[C:2]([CH3:1])=[CH:9][C:6]([C:7]#[N:8])=[CH:5][N:4]=3)[CH2:14][CH2:13]2)[CH2:15][CH2:16]1. (2) Given the reactants [CH2:1]([O:3][C:4]1[CH:5]=[CH:6][C:7]([F:39])=[C:8]([N:10]2[CH2:15][CH2:14][C@@H:13]([O:16][C:17]3[CH:22]=[CH:21][C:20]([N:23]4[C@@H:27]([CH2:28][C:29]([O:31]C)=[O:30])[C@H:26]([CH3:33])[C:25]([C:34]([F:37])([F:36])[F:35])=[N:24]4)=[CH:19][CH:18]=3)[C@H:12]([CH3:38])[CH2:11]2)[CH:9]=1)[CH3:2].[Li+].[OH-], predict the reaction product. The product is: [CH2:1]([O:3][C:4]1[CH:5]=[CH:6][C:7]([F:39])=[C:8]([N:10]2[CH2:15][CH2:14][C@@H:13]([O:16][C:17]3[CH:22]=[CH:21][C:20]([N:23]4[C@@H:27]([CH2:28][C:29]([OH:31])=[O:30])[C@H:26]([CH3:33])[C:25]([C:34]([F:36])([F:37])[F:35])=[N:24]4)=[CH:19][CH:18]=3)[C@H:12]([CH3:38])[CH2:11]2)[CH:9]=1)[CH3:2]. (3) Given the reactants Br[C:2]1[CH:3]=[C:4]2[C:8](=[C:9]([C:11]([NH:13][CH2:14][C:15]3[C:16](=[O:25])[NH:17][C:18]([CH3:24])=[CH:19][C:20]=3[CH2:21][CH2:22][CH3:23])=[O:12])[CH:10]=1)[N:7]([CH3:26])[CH:6]=[C:5]2[CH:27]([CH3:29])[CH3:28].Cl.[CH3:31][N:32]([CH2:34][C:35]1[CH:40]=[CH:39][C:38](B2OC(C)(C)C(C)(C)O2)=[CH:37][CH:36]=1)[CH3:33], predict the reaction product. The product is: [CH3:31][N:32]([CH2:34][C:35]1[CH:40]=[CH:39][C:38]([C:2]2[CH:3]=[C:4]3[C:8](=[C:9]([C:11]([NH:13][CH2:14][C:15]4[C:16](=[O:25])[NH:17][C:18]([CH3:24])=[CH:19][C:20]=4[CH2:21][CH2:22][CH3:23])=[O:12])[CH:10]=2)[N:7]([CH3:26])[CH:6]=[C:5]3[CH:27]([CH3:28])[CH3:29])=[CH:37][CH:36]=1)[CH3:33]. (4) Given the reactants C[O:2][C:3](=[O:15])[CH:4]([O:13][CH3:14])[CH2:5][C:6]1[CH:11]=[CH:10][CH:9]=[C:8]([OH:12])[CH:7]=1.C(=O)([O-])[O-].[Cs+].[Cs+].Br[CH2:23][CH2:24][CH2:25][O:26][C:27]1[CH:32]=[CH:31][C:30]([C:33]2[CH:38]=[CH:37][CH:36]=[CH:35][CH:34]=2)=[CH:29][CH:28]=1, predict the reaction product. The product is: [C:30]1([C:33]2[CH:34]=[CH:35][CH:36]=[CH:37][CH:38]=2)[CH:29]=[CH:28][C:27]([O:26][CH2:25][CH2:24][CH2:23][O:12][C:8]2[CH:7]=[C:6]([CH2:5][CH:4]([O:13][CH3:14])[C:3]([OH:2])=[O:15])[CH:11]=[CH:10][CH:9]=2)=[CH:32][CH:31]=1. (5) Given the reactants Br[C:2]1[N:7]=[C:6]2[N:8]([CH2:11][C:12]3[CH:17]=[CH:16][C:15]([F:18])=[CH:14][CH:13]=3)[N:9]=[N:10][C:5]2=[N:4][CH:3]=1.[S:19]1[CH:23]=[CH:22][CH:21]=[C:20]1B(O)O.C([O-])(O)=O.[Na+], predict the reaction product. The product is: [F:18][C:15]1[CH:16]=[CH:17][C:12]([CH2:11][N:8]2[C:6]3=[N:7][C:2]([C:20]4[S:19][CH:23]=[CH:22][CH:21]=4)=[CH:3][N:4]=[C:5]3[N:10]=[N:9]2)=[CH:13][CH:14]=1. (6) Given the reactants [CH3:1][C:2]([C:5]1[S:6][C:7]([C:29]2[CH:34]=[CH:33][N:32]=[C:31]([CH:35]=[CH2:36])[N:30]=2)=[C:8]([C:10]2[C:11]([F:28])=[C:12]([NH:16][S:17]([C:20]3[C:25]([F:26])=[CH:24][CH:23]=[CH:22][C:21]=3[F:27])(=[O:19])=[O:18])[CH:13]=[CH:14][CH:15]=2)[N:9]=1)([CH3:4])[CH3:3].[CH3:37][S:38]([OH:40])=[O:39].[Na].C(O)C, predict the reaction product. The product is: [CH3:4][C:2]([C:5]1[S:6][C:7]([C:29]2[CH:34]=[CH:33][N:32]=[C:31]([CH2:35][CH2:36][S:38]([CH3:37])(=[O:40])=[O:39])[N:30]=2)=[C:8]([C:10]2[C:11]([F:28])=[C:12]([NH:16][S:17]([C:20]3[C:21]([F:27])=[CH:22][CH:23]=[CH:24][C:25]=3[F:26])(=[O:19])=[O:18])[CH:13]=[CH:14][CH:15]=2)[N:9]=1)([CH3:1])[CH3:3].